Dataset: NCI-60 drug combinations with 297,098 pairs across 59 cell lines. Task: Regression. Given two drug SMILES strings and cell line genomic features, predict the synergy score measuring deviation from expected non-interaction effect. (1) Drug 1: C1CCC(C1)C(CC#N)N2C=C(C=N2)C3=C4C=CNC4=NC=N3. Drug 2: C#CCC(CC1=CN=C2C(=N1)C(=NC(=N2)N)N)C3=CC=C(C=C3)C(=O)NC(CCC(=O)O)C(=O)O. Cell line: NCI-H226. Synergy scores: CSS=11.2, Synergy_ZIP=-0.339, Synergy_Bliss=0.703, Synergy_Loewe=-0.461, Synergy_HSA=-0.0765. (2) Drug 1: C1CC(=O)NC(=O)C1N2C(=O)C3=CC=CC=C3C2=O. Drug 2: C1C(C(OC1N2C=NC3=C2NC=NCC3O)CO)O. Cell line: HCT116. Synergy scores: CSS=4.64, Synergy_ZIP=-6.61, Synergy_Bliss=-13.9, Synergy_Loewe=1.30, Synergy_HSA=-10.0. (3) Drug 1: C1CC(=O)NC(=O)C1N2CC3=C(C2=O)C=CC=C3N. Drug 2: CN(C)N=NC1=C(NC=N1)C(=O)N. Cell line: SF-295. Synergy scores: CSS=1.17, Synergy_ZIP=-4.69, Synergy_Bliss=-9.00, Synergy_Loewe=-5.81, Synergy_HSA=-5.56. (4) Drug 1: C1=CC(=CC=C1C#N)C(C2=CC=C(C=C2)C#N)N3C=NC=N3. Synergy scores: CSS=28.8, Synergy_ZIP=-5.31, Synergy_Bliss=-9.94, Synergy_Loewe=7.41, Synergy_HSA=0.0806. Cell line: SK-MEL-2. Drug 2: C1C(C(OC1N2C=NC(=NC2=O)N)CO)O. (5) Drug 1: CC(C1=C(C=CC(=C1Cl)F)Cl)OC2=C(N=CC(=C2)C3=CN(N=C3)C4CCNCC4)N. Drug 2: CC1=CC=C(C=C1)C2=CC(=NN2C3=CC=C(C=C3)S(=O)(=O)N)C(F)(F)F. Cell line: M14. Synergy scores: CSS=1.26, Synergy_ZIP=2.37, Synergy_Bliss=4.62, Synergy_Loewe=1.60, Synergy_HSA=1.10.